This data is from Catalyst prediction with 721,799 reactions and 888 catalyst types from USPTO. The task is: Predict which catalyst facilitates the given reaction. Reactant: CCOC(/N=N/C(OCC)=O)=O.[F:13][C:14]([F:43])([C:33]([F:42])([F:41])[C:34]([F:40])([F:39])[C:35]([F:38])([F:37])[F:36])[CH2:15][CH2:16][CH2:17][CH2:18][O:19][C:20]1[CH:21]=[N:22][C:23]([C:26]2[CH:31]=[CH:30][C:29]([OH:32])=[CH:28][CH:27]=2)=[N:24][CH:25]=1.[CH2:44](O)[CH2:45][CH2:46][CH2:47]/[CH:48]=[CH:49]/[CH2:50][CH2:51][CH2:52][CH3:53].C1(P(C2C=CC=CC=2)C2C=CC=CC=2)C=CC=CC=1. Product: [CH2:44]([O:32][C:29]1[CH:28]=[CH:27][C:26]([C:23]2[N:22]=[CH:21][C:20]([O:19][CH2:18][CH2:17][CH2:16][CH2:15][C:14]([F:13])([F:43])[C:33]([F:41])([F:42])[C:34]([F:39])([F:40])[C:35]([F:36])([F:37])[F:38])=[CH:25][N:24]=2)=[CH:31][CH:30]=1)[CH2:45][CH2:46][CH2:47]/[CH:48]=[CH:49]/[CH2:50][CH2:51][CH2:52][CH3:53]. The catalyst class is: 1.